This data is from B-cell epitopes from IEDB database with 3,159 antigens for binding position prediction. The task is: Token-level Classification. Given an antigen amino acid sequence, predict which amino acid positions are active epitope sites capable of antibody binding. Output is a list of indices for active positions. (1) Given the antigen sequence: MEHEQKSGGLLRLLRLLWLLPHSWAVLEASPQAWWDESQNHTFRHTLFCQDGFPNIGLSETYDEDALFSFDFSQNTRVPRLPEFAEWAQEQGDASAIAFDKGFCDMLMQNVSPRLEGQIPVSRGLPSAEVFTLKPLEFGKPNTLVCFISNLFPPTLTVTWQHHFVPVEGASPTSVSAIDGLTFQAFSYLNFTPEPFDLYSCTVTHEIDRYTAIAYWVPQNALPSDLLENVLCGVAFGLGVLGLVVGIVFFIRSQRPCSGD, which amino acid positions are active epitope sites? The epitope positions are: [27, 28, 29, 30, 31, 32, 33, 34, 35, 36, 37, 38]. The amino acids at these positions are: EASPQAWWDESQ. (2) Given the antigen sequence: MMASPFALLMALVVLSCKSSCSLGCDLPETHSLDNRRTLMLLAQMSRISPSSCLMDRHDFGFPQEEFDGNQFQKAPAISVLHELIQQIFNLFTTKDSSAAWDEDLLDKFCTELYQQLNDLEACVMQEERVGETPLMNADSILAVKKYFRRITLYLTEKKYSPCAWEVVRAEIMRSLSLSTNLQERLRRKE, which amino acid positions are active epitope sites? The epitope positions are: [158, 159, 160, 161, 162, 163, 164, 165, 166, 167, 168, 169, 170, 171]. The amino acids at these positions are: KYSPCAWEVVRAEI. (3) Given the antigen sequence: MLFVFILFLPSCLGYIGDFRCIQLVNSNGANVSAPSISTETVEVSQGLGTYYVLDRVYLNATLLLTGYYPVDGSKFRNLALRGTNSVSLSWFQPPYLNQFNDGIFAKVQNLKTSTPSGATAYFPTIVIGSLFGYTSYTVVIEPYNGVIMASVCQYTICQLPYTDCKPNTNGNKLIGFWHTDVKPPICVLKRNFTLNVNADAFYFHFYQHGGTFYAYYADKPSATTFLFSVYIGDILTQYYVLPFICNPTAGSTFAPRYWVTPLVKRQYLFNFNQKGVITSAVDCASSYTSEIKCKTQSMLPSTGVYELSGYTVQPVGVVYRRVANLPACNIEEWLTARSVPSPLNWERKTFQNCNFNLSSLLRYVQAESLFCNNIDASKVYGRCFGSISVDKFAVPRSRQVDLQLGNSGFLQTANYKIDTAATSCQLHYTLPKNNVTINNHNPSSWNRRYGFNDAGVFGKNQHDVVYAQQCFTVRSSYCPCAQPDIVSPCTTQTKPKSAF..., which amino acid positions are active epitope sites? The epitope positions are: [546, 547, 548, 549, 550, 551, 552, 553, 554, 555]. The amino acids at these positions are: CQIFANILLN. (4) Given the antigen sequence: MRSTAVLALLLCAGQVFALPVNSPMTKGDTKVMKCVLEVISDSLSKPSPMPVSPECLETLQGDERILSILRHQNLLKELQDLALQGAKERAQQPLKQQQPPKQQQQQQQQQQQEQQHSSFEDELSEVFENQSPDAKHRDAAAEVPSRDTMEKRKDSDKGQQDGFEATTEGPRPQAFPEPNQESPMMGDSESPGEDTATNTQSPTSLPSQEHVDPQATGDSERGLSAQQQARKAKQEEKEEEEEEEAVAREKAGPEEVPTAASSSHFHAGYKAIQKDDGQSDSQAVDGDGKTEASEALPSEGKGELEHSQQEEDGEEAMVGTPQGLFPQGGKGRELEHKQEEEEEEEERLSREWEDKRWSRMDQLAKELTAEKRLEGEDDPDRSMKLSFRTRAYGFRDPGPQLRRGWRPSSREDSVEARSDFEEKKEEEGSANRRAEDQELESLSAIEAELEKVAHQLQALRRG, which amino acid positions are active epitope sites? The epitope positions are: [28, 29, 30, 31, 32, 33, 34, 35, 36, 37, 38, 39, 40, 41]. The amino acids at these positions are: DTKVMKCVLEVISD.